Task: Regression. Given a peptide amino acid sequence and an MHC pseudo amino acid sequence, predict their binding affinity value. This is MHC class II binding data.. Dataset: Peptide-MHC class II binding affinity with 134,281 pairs from IEDB (1) The peptide sequence is RVLDTVEKWLACGVD. The MHC is DRB1_0404 with pseudo-sequence DRB1_0404. The binding affinity (normalized) is 0.277. (2) The binding affinity (normalized) is 0.485. The MHC is HLA-DQA10501-DQB10201 with pseudo-sequence HLA-DQA10501-DQB10201. The peptide sequence is AFILDGDNLDPKV.